Dataset: Catalyst prediction with 721,799 reactions and 888 catalyst types from USPTO. Task: Predict which catalyst facilitates the given reaction. (1) Reactant: [CH2:1]([O:8][C:9]([NH:11][C:12]1[C:13]([C:25](O)=[O:26])=[N:14][C:15]2[C:20]([CH:21]=1)=[CH:19][CH:18]=[C:17]([CH2:22][C:23]#[N:24])[CH:16]=2)=[O:10])[C:2]1[CH:7]=[CH:6][CH:5]=[CH:4][CH:3]=1.[NH2:28][C:29]1[CH:30]=[N:31][CH:32]=[CH:33][C:34]=1[N:35]1[CH2:40][CH2:39][CH2:38][C@H:37]([NH:41][C:42](=[O:51])[O:43][CH2:44][C:45]2[CH:50]=[CH:49][CH:48]=[CH:47][CH:46]=2)[CH2:36]1.CN(C(ON1N=NC2C=CC=NC1=2)=[N+](C)C)C.F[P-](F)(F)(F)(F)F.CCN(C(C)C)C(C)C. Product: [CH2:1]([O:8][C:9]([NH:11][C:12]1[C:13]([C:25]([NH:28][C:29]2[CH:30]=[N:31][CH:32]=[CH:33][C:34]=2[N:35]2[CH2:40][CH2:39][CH2:38][C@H:37]([NH:41][C:42](=[O:51])[O:43][CH2:44][C:45]3[CH:46]=[CH:47][CH:48]=[CH:49][CH:50]=3)[CH2:36]2)=[O:26])=[N:14][C:15]2[C:20]([CH:21]=1)=[CH:19][CH:18]=[C:17]([CH2:22][C:23]#[N:24])[CH:16]=2)=[O:10])[C:2]1[CH:7]=[CH:6][CH:5]=[CH:4][CH:3]=1. The catalyst class is: 3. (2) Reactant: [CH3:1][C@H:2]1[N:6]([S:7]([C:10]2[CH:15]=[CH:14][CH:13]=[CH:12][CH:11]=2)(=[O:9])=[O:8])[CH2:5][C@@H:4]([CH2:16][N:17]2[C:25]3[C:20](=[CH:21][C:22]([C:26]4[CH:27]=[N:28][N:29](C5CCCCO5)[CH:30]=4)=[CH:23][CH:24]=3)[CH:19]=[CH:18]2)[CH2:3]1.C1(C)C=CC(S(O)(=O)=O)=CC=1.C(=O)(O)[O-].[Na+]. Product: [CH3:1][C@H:2]1[N:6]([S:7]([C:10]2[CH:15]=[CH:14][CH:13]=[CH:12][CH:11]=2)(=[O:9])=[O:8])[CH2:5][C@@H:4]([CH2:16][N:17]2[C:25]3[C:20](=[CH:21][C:22]([C:26]4[CH:30]=[N:29][NH:28][CH:27]=4)=[CH:23][CH:24]=3)[CH:19]=[CH:18]2)[CH2:3]1. The catalyst class is: 138. (3) Reactant: [C:1]([N:4]1[C:12]2[C:7](=[CH:8][CH:9]=[CH:10][CH:11]=2)[C:6](=[C:13](O)[C:14]2[CH:19]=[CH:18][C:17]([NH:20][C:21](=[O:23])[CH3:22])=[C:16]([N+:24]([O-:26])=[O:25])[CH:15]=2)[C:5]1=[O:28])(=[O:3])[CH3:2].P(Cl)(Cl)(Cl)(Cl)[Cl:30]. Product: [C:1]([N:4]1[C:12]2[C:7](=[CH:8][CH:9]=[CH:10][CH:11]=2)[C:6](=[C:13]([Cl:30])[C:14]2[CH:19]=[CH:18][C:17]([NH:20][C:21](=[O:23])[CH3:22])=[C:16]([N+:24]([O-:26])=[O:25])[CH:15]=2)[C:5]1=[O:28])(=[O:3])[CH3:2]. The catalyst class is: 12. (4) Reactant: O[CH:2]=[C:3]1[C:11]2[C:6](=[CH:7][C:8]([C:12]([C:14]3[CH:15]=[C:16]([NH:20][C:21]([C:23]4[S:24][CH:25]=[CH:26][CH:27]=4)=[O:22])[CH:17]=[CH:18][CH:19]=3)=[O:13])=[CH:9][CH:10]=2)[NH:5][C:4]1=[O:28].[NH2:29][C:30]1[CH:35]=[CH:34][C:33]([N:36]2[CH2:41][CH2:40][O:39][CH2:38][CH2:37]2)=[CH:32][CH:31]=1. Product: [N:36]1([C:33]2[CH:32]=[CH:31][C:30]([NH:29][CH:2]=[C:3]3[C:11]4[C:6](=[CH:7][C:8]([C:12]([C:14]5[CH:15]=[C:16]([NH:20][C:21]([C:23]6[S:24][CH:25]=[CH:26][CH:27]=6)=[O:22])[CH:17]=[CH:18][CH:19]=5)=[O:13])=[CH:9][CH:10]=4)[NH:5][C:4]3=[O:28])=[CH:35][CH:34]=2)[CH2:41][CH2:40][O:39][CH2:38][CH2:37]1. The catalyst class is: 1. (5) Reactant: C(OC([N:8]1[CH2:13][CH2:12][C:11](=[CH:14][C:15]2[CH:20]=[CH:19][C:18]([CH:21](C(OC)=O)[C:22](OC)=[O:23])=[C:17]([N+:30]([O-])=O)[CH:16]=2)[CH2:10][CH2:9]1)=O)(C)(C)C.[Sn].Cl. Product: [NH:8]1[CH2:13][CH2:12][C:11](=[CH:14][C:15]2[CH:16]=[C:17]3[C:18]([CH2:21][C:22](=[O:23])[NH:30]3)=[CH:19][CH:20]=2)[CH2:10][CH2:9]1. The catalyst class is: 8. (6) Reactant: [CH3:1][O:2][C:3](=[O:31])[C:4]1[CH:9]=[C:8]([C:10]2[CH:15]=[C:14]([S:16][CH2:17][CH2:18][NH:19]C(OC(C)(C)C)=O)[N:13]=[C:12]([NH2:27])[N:11]=2)[C:7]([CH3:28])=[CH:6][C:5]=1[O:29][CH3:30].FC(F)(F)C(O)=O.[C:39]([O:43][C:44]([NH:46][CH2:47][CH2:48][CH2:49][C:50]([OH:52])=O)=[O:45])([CH3:42])([CH3:41])[CH3:40].ON1C2C=CC=CC=2N=N1.C(N(C(C)C)CC)(C)C.Cl.C(N=C=NCCCN(C)C)C.[Cl-].[NH4+]. Product: [CH3:1][O:2][C:3](=[O:31])[C:4]1[CH:9]=[C:8]([C:10]2[CH:15]=[C:14]([S:16][CH2:17][CH2:18][NH:19][C:50](=[O:52])[CH2:49][CH2:48][CH2:47][NH:46][C:44]([O:43][C:39]([CH3:40])([CH3:41])[CH3:42])=[O:45])[N:13]=[C:12]([NH2:27])[N:11]=2)[C:7]([CH3:28])=[CH:6][C:5]=1[O:29][CH3:30]. The catalyst class is: 4. (7) Reactant: C(=O)(O)[O-:2].[Na+].Cl.NO.[CH3:9][C:10]1[N:15]=[C:14]([C:16]#[N:17])[CH:13]=[C:12]([O:18][CH:19]([CH3:24])[C:20]([F:23])([F:22])[F:21])[CH:11]=1. Product: [CH3:9][C:10]1[N:15]=[C:14]([C:16]([NH2:17])=[O:2])[CH:13]=[C:12]([O:18][CH:19]([CH3:24])[C:20]([F:23])([F:21])[F:22])[CH:11]=1. The catalyst class is: 8.